This data is from TCR-epitope binding with 47,182 pairs between 192 epitopes and 23,139 TCRs. The task is: Binary Classification. Given a T-cell receptor sequence (or CDR3 region) and an epitope sequence, predict whether binding occurs between them. (1) The epitope is QVPLRPMTYK. The TCR CDR3 sequence is CASSLGTSGGNFYEQYF. Result: 0 (the TCR does not bind to the epitope). (2) The epitope is RLDKVEAEV. The TCR CDR3 sequence is CASSLLGSYEQYF. Result: 1 (the TCR binds to the epitope).